From a dataset of Forward reaction prediction with 1.9M reactions from USPTO patents (1976-2016). Predict the product of the given reaction. (1) Given the reactants [C:1]([C:5]1[CH:6]=[C:7]([C:20]([O:22]CC)=[O:21])[N:8]([CH2:10][C:11]2[C:16]([CH3:17])=[CH:15][C:14]([CH3:18])=[CH:13][C:12]=2[CH3:19])[CH:9]=1)([CH3:4])([CH3:3])[CH3:2].[OH-].[Na+].Cl, predict the reaction product. The product is: [C:1]([C:5]1[CH:6]=[C:7]([C:20]([OH:22])=[O:21])[N:8]([CH2:10][C:11]2[C:12]([CH3:19])=[CH:13][C:14]([CH3:18])=[CH:15][C:16]=2[CH3:17])[CH:9]=1)([CH3:4])([CH3:2])[CH3:3]. (2) Given the reactants Br[C:2]1[CH:3]=[CH:4][C:5]([N+:8]([O-:10])=[O:9])=[N:6][CH:7]=1.CC1(C)C(C)(C)OB([C:19]2[CH2:24][CH2:23][N:22]([C:25]([O:27][C:28]([CH3:31])([CH3:30])[CH3:29])=[O:26])[CH2:21][CH:20]=2)O1.C([O-])(=O)C.[Na+], predict the reaction product. The product is: [N+:8]([C:5]1[N:6]=[CH:7][C:2]([C:19]2[CH2:24][CH2:23][N:22]([C:25]([O:27][C:28]([CH3:31])([CH3:30])[CH3:29])=[O:26])[CH2:21][CH:20]=2)=[CH:3][CH:4]=1)([O-:10])=[O:9]. (3) Given the reactants [F:1][C:2]1[C:7]([O:8][CH3:9])=[CH:6][C:5]([O:10][CH3:11])=[C:4]([F:12])[C:3]=1[C:13]1[N:18]=[CH:17][C:16]2[C:19](I)=[N:20][N:21](C3CCCCO3)[C:15]=2[CH:14]=1.CC1(C)C(C)(C)OB([C:37]2[CH:38]=[C:39]3[C:44](=[CH:45][CH:46]=2)[C:43](=[O:47])[NH:42][CH2:41][CH2:40]3)O1, predict the reaction product. The product is: [F:12][C:4]1[C:5]([O:10][CH3:11])=[CH:6][C:7]([O:8][CH3:9])=[C:2]([F:1])[C:3]=1[C:13]1[N:18]=[CH:17][C:16]2[C:19]([C:37]3[CH:38]=[C:39]4[C:44](=[CH:45][CH:46]=3)[C:43](=[O:47])[NH:42][CH2:41][CH2:40]4)=[N:20][NH:21][C:15]=2[CH:14]=1. (4) Given the reactants [Br:1][C:2]1[CH:3]=[C:4]([CH:8]=[C:9]([Br:12])[C:10]=1[OH:11])[C:5](O)=[O:6].S(Cl)([Cl:15])=O, predict the reaction product. The product is: [Br:1][C:2]1[CH:3]=[C:4]([CH:8]=[C:9]([Br:12])[C:10]=1[OH:11])[C:5]([Cl:15])=[O:6]. (5) Given the reactants [I:1][C:2]1[CH:11]=[CH:10][CH:9]=[C:8]2[C:3]=1[CH:4]1[CH2:12][CH:7]2[CH:6](O)[CH:5]1O.O.I([O-])(=O)(=O)=O.[Na+].[CH2:22]([NH2:29])[C:23]1[CH:28]=[CH:27][CH:26]=[CH:25][CH:24]=1, predict the reaction product. The product is: [CH2:22]([N:29]1[CH2:5][CH:4]2[CH2:12][CH:7]([C:8]3[CH:9]=[CH:10][CH:11]=[C:2]([I:1])[C:3]=32)[CH2:6]1)[C:23]1[CH:28]=[CH:27][CH:26]=[CH:25][CH:24]=1. (6) Given the reactants [C:1]1([C:7]2[S:11][C:10]([O:12][C@@H:13]3[CH:20]4[CH2:21][N:16]5[CH2:17][CH:18]([CH2:22][CH:14]3[CH2:15]5)[CH2:19]4)=[N:9][N:8]=2)[CH:6]=[CH:5][CH:4]=[CH:3][CH:2]=1.[ClH:23], predict the reaction product. The product is: [ClH:23].[C:1]1([C:7]2[S:11][C:10]([O:12][C@@H:13]3[CH:20]4[CH2:21][N:16]5[CH2:17][CH:18]([CH2:22][CH:14]3[CH2:15]5)[CH2:19]4)=[N:9][N:8]=2)[CH:2]=[CH:3][CH:4]=[CH:5][CH:6]=1. (7) Given the reactants [Br:1][C:2]1[CH:3]=[CH:4][C:5]([OH:10])=[C:6]([CH:9]=1)[C:7]#[N:8].CN(C=O)C.C(=O)([O-])[O-].[K+].[K+].[CH2:22](I)[CH3:23], predict the reaction product. The product is: [Br:1][C:2]1[CH:3]=[CH:4][C:5]([O:10][CH2:22][CH3:23])=[C:6]([CH:9]=1)[C:7]#[N:8].